Dataset: Full USPTO retrosynthesis dataset with 1.9M reactions from patents (1976-2016). Task: Predict the reactants needed to synthesize the given product. Given the product [Br:1][C:2]1[C:6]2[CH:7]=[N:8][C:9]([NH2:12])=[C:10]([O:11][CH:22]([CH3:23])[CH2:21][C:15]3[CH:20]=[CH:19][CH:18]=[CH:17][CH:16]=3)[C:5]=2[O:4][CH:3]=1, predict the reactants needed to synthesize it. The reactants are: [Br:1][C:2]1[C:6]2[CH:7]=[N:8][C:9]([N+:12]([O-])=O)=[C:10]([OH:11])[C:5]=2[O:4][CH:3]=1.[C:15]1([CH2:21][CH:22](O)[CH3:23])[CH:20]=[CH:19][CH:18]=[CH:17][CH:16]=1.ClC1C(F)=CC=C(Cl)C=1[C@H](OC1C2OC=CC=2C=NC=1[N+]([O-])=O)C.